This data is from Forward reaction prediction with 1.9M reactions from USPTO patents (1976-2016). The task is: Predict the product of the given reaction. (1) Given the reactants Br[C:2]1[S:3][C:4]([NH:32]C(=O)OC(C)(C)C)=[C:5]([C:7](=[O:31])[NH:8][C:9]2[CH:10]=[N:11][N:12]([CH3:30])[C:13]=2[C@@H:14]2[CH2:20][CH2:19][C@@H:18]([NH:21]C(OC(C)(C)C)=O)[C@@H:17]([F:29])[CH2:16][O:15]2)[N:6]=1.[CH:40]([N:43]1[CH:47]=[C:46](B(O)O)[CH:45]=[N:44]1)([CH3:42])[CH3:41], predict the reaction product. The product is: [NH2:32][C:4]1[S:3][C:2]([C:46]2[CH:45]=[N:44][N:43]([CH:40]([CH3:42])[CH3:41])[CH:47]=2)=[N:6][C:5]=1[C:7]([NH:8][C:9]1[CH:10]=[N:11][N:12]([CH3:30])[C:13]=1[C@@H:14]1[CH2:20][CH2:19][C@@H:18]([NH2:21])[C@@H:17]([F:29])[CH2:16][O:15]1)=[O:31]. (2) Given the reactants [C:1]([O:5][C:6]([N:8]1[CH2:13][CH2:12][CH:11]([CH:14]([N:19]2[CH2:25][CH2:24][CH2:23][N:22]([C:26]3[C:27]([O:36][CH3:37])=[CH:28][CH:29]=[C:30]4[C:35]=3[N:34]=[CH:33][CH:32]=[CH:31]4)[CH2:21][CH2:20]2)[CH2:15][C:16]([OH:18])=O)[CH2:10][CH2:9]1)=[O:7])([CH3:4])([CH3:3])[CH3:2].[N:38]1([CH2:43][CH2:44][NH2:45])[CH2:42][CH2:41][CH2:40][CH2:39]1.C(N(CC)C(C)C)(C)C.CN(C(ON1N=NC2C=CC=NC1=2)=[N+](C)C)C.F[P-](F)(F)(F)(F)F, predict the reaction product. The product is: [CH3:37][O:36][C:27]1[C:26]([N:22]2[CH2:23][CH2:24][CH2:25][N:19]([CH:14]([CH:11]3[CH2:10][CH2:9][N:8]([C:6]([O:5][C:1]([CH3:3])([CH3:4])[CH3:2])=[O:7])[CH2:13][CH2:12]3)[CH2:15][C:16](=[O:18])[NH:45][CH2:44][CH2:43][N:38]3[CH2:42][CH2:41][CH2:40][CH2:39]3)[CH2:20][CH2:21]2)=[C:35]2[C:30]([CH:31]=[CH:32][CH:33]=[N:34]2)=[CH:29][CH:28]=1. (3) Given the reactants C(O)[C@H]1O[C@H](O[C@]2(CO)O[C@H](CO)[C@@H](O)[C@@H]2O)[C@H](O)[C@@H](O)[C@@H]1O.[P:24]([O-:28])([OH:27])([OH:26])=[O:25].[K+].P([O-])([O-])(O)=O.[K+].[K+].NC1C=CC(C(O)=O)=CC=1.P([O-])([O-])([O-])=O.[Na+:52].[Na+].[Na+].Cl.[CH3:56][NH:57][CH:58]([CH3:67])[C:59]([C:61]1[CH:66]=[CH:65][CH:64]=[CH:63][CH:62]=1)=[O:60].O=C[C@@H]([C@H]([C@@H]([C@@H](CO)O)O)O)O, predict the reaction product. The product is: [P:24]([O-:28])([O-:27])([O-:26])=[O:25].[Na+:52].[Na+:52].[Na+:52].[CH3:67][C@H:58]([NH:57][CH3:56])[C@@H:59]([OH:60])[C:61]1[CH:66]=[CH:65][CH:64]=[CH:63][CH:62]=1. (4) Given the reactants [N+:1]([C:4]1[CH:9]=[CH:8][C:7]([N:10]2[CH2:15][CH2:14][N:13]([CH2:16][CH2:17][OH:18])[CH2:12][CH2:11]2)=[CH:6][CH:5]=1)([O-])=O.[N-]=[C:20]=[S:21], predict the reaction product. The product is: [OH:18][CH2:17][CH2:16][N:13]1[CH2:14][CH2:15][N:10]([C:7]2[CH:8]=[CH:9][C:4]([N:1]=[C:20]=[S:21])=[CH:5][CH:6]=2)[CH2:11][CH2:12]1. (5) Given the reactants [CH:1]1([CH2:4][N:5]2[CH2:10][CH2:9][N:8]([C:11]3[CH:16]=[CH:15][CH:14]=[CH:13][C:12]=3[CH:17]3[CH2:22][C:21]([CH3:24])([CH3:23])[CH2:20][C:19]([CH3:26])([CH3:25])[CH2:18]3)[CH2:7][CH2:6]2)[CH2:3][CH2:2]1.[ClH:27].C(OCC)(=O)C, predict the reaction product. The product is: [ClH:27].[CH:1]1([CH2:4][N:5]2[CH2:6][CH2:7][N:8]([C:11]3[CH:16]=[CH:15][CH:14]=[CH:13][C:12]=3[CH:17]3[CH2:18][C:19]([CH3:26])([CH3:25])[CH2:20][C:21]([CH3:24])([CH3:23])[CH2:22]3)[CH2:9][CH2:10]2)[CH2:3][CH2:2]1.